From a dataset of Catalyst prediction with 721,799 reactions and 888 catalyst types from USPTO. Predict which catalyst facilitates the given reaction. (1) Reactant: C([N:8]1[C@@H:13]([CH3:14])[CH2:12][O:11][C@H:10]([CH2:15][O:16][CH3:17])[CH2:9]1)C1C=CC=CC=1.[ClH:18]. The catalyst class is: 352. Product: [ClH:18].[CH3:17][O:16][CH2:15][C@H:10]1[O:11][CH2:12][C@H:13]([CH3:14])[NH:8][CH2:9]1. (2) The catalyst class is: 5. Product: [CH2:3]([O:5][C:6]([C:8]1[N:9]([CH3:29])[CH:10]=[C:11]([C:27]#[N:28])[C:12]=1[C:13]1[CH:14]=[CH:15][C:16]([C:19]2[CH:24]=[CH:23][CH:22]=[CH:21][C:20]=2[CH2:25][OH:26])=[CH:17][CH:18]=1)=[O:7])[CH3:4]. Reactant: [BH4-].[Na+].[CH2:3]([O:5][C:6]([C:8]1[N:9]([CH3:29])[CH:10]=[C:11]([C:27]#[N:28])[C:12]=1[C:13]1[CH:18]=[CH:17][C:16]([C:19]2[CH:24]=[CH:23][CH:22]=[CH:21][C:20]=2[CH:25]=[O:26])=[CH:15][CH:14]=1)=[O:7])[CH3:4].O. (3) Reactant: S(Cl)([Cl:3])=O.[Cl:5][C:6]1[CH:11]=[CH:10][C:9]([C:12]2[CH:13]=[CH:14][C:15]([C:18]#[C:19][C:20]3[CH:25]=[CH:24][C:23](/[CH:26]=[CH:27]/[CH2:28]O)=[CH:22][CH:21]=3)=[N:16][CH:17]=2)=[CH:8][CH:7]=1.C([O-])(O)=O.[Na+]. Product: [Cl:5][C:6]1[CH:11]=[CH:10][C:9]([C:12]2[CH:13]=[CH:14][C:15]([C:18]#[C:19][C:20]3[CH:25]=[CH:24][C:23](/[CH:26]=[CH:27]/[CH2:28][Cl:3])=[CH:22][CH:21]=3)=[N:16][CH:17]=2)=[CH:8][CH:7]=1. The catalyst class is: 2. (4) The catalyst class is: 66. Product: [CH2:1]([O:3][C:4]1[CH:5]=[CH:6][C:7]([N:10]2[C:15](=[O:16])[C:14]3[NH:17][CH:18]=[CH:19][C:13]=3[N:12]=[C:11]2[S:20][CH2:22][CH2:23][C:24]([OH:26])=[O:25])=[CH:8][CH:9]=1)[CH3:2]. Reactant: [CH2:1]([O:3][C:4]1[CH:9]=[CH:8][C:7]([N:10]2[C:15](=[O:16])[C:14]3[NH:17][CH:18]=[CH:19][C:13]=3[NH:12][C:11]2=[S:20])=[CH:6][CH:5]=1)[CH3:2].I[CH2:22][CH2:23][C:24]([OH:26])=[O:25].CN(C)C=O.